From a dataset of Reaction yield outcomes from USPTO patents with 853,638 reactions. Predict the reaction yield, written as a fraction of the theoretical maximum amount of product (1.0 means a 100% yield; for example, 0.34 means a 34% yield). (1) The reactants are [CH3:1][Si:2]([CH3:51])([CH3:50])[CH2:3][CH2:4][O:5][CH2:6][N:7]([CH2:42][O:43][CH2:44][CH2:45][Si:46]([CH3:49])([CH3:48])[CH3:47])[C:8]1[N:13]2[N:14]=[CH:15][C:16]([C:17]3[CH:18]=[N:19][C:20]([C:23]4[CH:28]=[CH:27][CH:26]=[CH:25][CH:24]=4)=[CH:21][CH:22]=3)=[C:12]2[N:11]=[C:10]([CH:29]2[CH2:34][CH2:33][N:32]([C:35]([O:37][C:38]([CH3:41])([CH3:40])[CH3:39])=[O:36])[CH2:31][CH2:30]2)[CH:9]=1.C1C(=O)N([Br:59])C(=O)C1. The catalyst is CN(C=O)C.CCOC(C)=O. The product is [CH3:49][Si:46]([CH3:48])([CH3:47])[CH2:45][CH2:44][O:43][CH2:42][N:7]([CH2:6][O:5][CH2:4][CH2:3][Si:2]([CH3:1])([CH3:50])[CH3:51])[C:8]1[N:13]2[N:14]=[CH:15][C:16]([C:17]3[CH:18]=[N:19][C:20]([C:23]4[CH:28]=[CH:27][CH:26]=[CH:25][CH:24]=4)=[CH:21][CH:22]=3)=[C:12]2[N:11]=[C:10]([CH:29]2[CH2:34][CH2:33][N:32]([C:35]([O:37][C:38]([CH3:41])([CH3:40])[CH3:39])=[O:36])[CH2:31][CH2:30]2)[C:9]=1[Br:59]. The yield is 0.830. (2) The catalyst is CO. The reactants are [Cl:1][C:2]1([C:22]([O:24]CC)=[O:23])[CH:7]=[CH:6][C:5]([N:8]([C:12]2[CH:17]=[CH:16][CH:15]=[CH:14][C:13]=2[C:18]([F:21])([F:20])[F:19])[C:9](=[O:11])[NH2:10])=[CH:4][CH2:3]1.[OH-].[K+]. The yield is 0.920. The product is [Cl:1][C:2]1([C:22]([OH:24])=[O:23])[CH:3]=[CH:4][C:5]([N:8]([C:12]2[CH:17]=[CH:16][CH:15]=[CH:14][C:13]=2[C:18]([F:21])([F:19])[F:20])[C:9](=[O:11])[NH2:10])=[CH:6][CH2:7]1.